This data is from Catalyst prediction with 721,799 reactions and 888 catalyst types from USPTO. The task is: Predict which catalyst facilitates the given reaction. Reactant: [C:1]1([CH:7]([C:12]2[CH:17]=[CH:16][N:15]=[N:14][CH:13]=2)[CH2:8][C:9](O)=[O:10])[CH:6]=[CH:5][CH:4]=[CH:3][CH:2]=1.CCN(CC)CC.C1C=CC(P([N:39]=[N+:40]=[N-:41])(C2C=CC=CC=2)=O)=CC=1. Product: [C:1]1([CH:7]([C:12]2[CH:17]=[CH:16][N:15]=[N:14][CH:13]=2)[CH2:8][C:9]([N:39]=[N+:40]=[N-:41])=[O:10])[CH:6]=[CH:5][CH:4]=[CH:3][CH:2]=1. The catalyst class is: 18.